From a dataset of Reaction yield outcomes from USPTO patents with 853,638 reactions. Predict the reaction yield, written as a fraction of the theoretical maximum amount of product (1.0 means a 100% yield; for example, 0.34 means a 34% yield). The reactants are [CH3:1][S:2]([C:5]1[CH:10]=[CH:9][C:8]([CH2:11][CH2:12][CH2:13][N:14]2[CH2:19][CH2:18][CH2:17][C@@H:16]([CH2:20][N:21]3[CH2:26][CH2:25][NH:24][CH2:23][CH2:22]3)[CH2:15]2)=[CH:7][CH:6]=1)(=[O:4])=[O:3].[Cl:27][C:28]1[CH:29]=[C:30]([N:35]=[C:36]=[O:37])[CH:31]=[CH:32][C:33]=1[F:34]. The catalyst is C1(C)C=CC=CC=1. The product is [Cl:27][C:28]1[CH:29]=[C:30]([NH:35][C:36]([N:24]2[CH2:25][CH2:26][N:21]([CH2:20][C@@H:16]3[CH2:17][CH2:18][CH2:19][N:14]([CH2:13][CH2:12][CH2:11][C:8]4[CH:7]=[CH:6][C:5]([S:2]([CH3:1])(=[O:3])=[O:4])=[CH:10][CH:9]=4)[CH2:15]3)[CH2:22][CH2:23]2)=[O:37])[CH:31]=[CH:32][C:33]=1[F:34]. The yield is 0.500.